From a dataset of NCI-60 drug combinations with 297,098 pairs across 59 cell lines. Regression. Given two drug SMILES strings and cell line genomic features, predict the synergy score measuring deviation from expected non-interaction effect. (1) Drug 1: CN(C)N=NC1=C(NC=N1)C(=O)N. Drug 2: C1CCC(C(C1)N)N.C(=O)(C(=O)[O-])[O-].[Pt+4]. Cell line: BT-549. Synergy scores: CSS=-7.21, Synergy_ZIP=-2.72, Synergy_Bliss=-10.8, Synergy_Loewe=-24.4, Synergy_HSA=-12.2. (2) Drug 1: C1=CC(=CC=C1CC(C(=O)O)N)N(CCCl)CCCl.Cl. Drug 2: CC(C)NC(=O)C1=CC=C(C=C1)CNNC.Cl. Cell line: OVCAR3. Synergy scores: CSS=20.1, Synergy_ZIP=-1.49, Synergy_Bliss=4.21, Synergy_Loewe=1.63, Synergy_HSA=2.08. (3) Drug 1: CC(C)(C#N)C1=CC(=CC(=C1)CN2C=NC=N2)C(C)(C)C#N. Drug 2: CC1CCCC2(C(O2)CC(NC(=O)CC(C(C(=O)C(C1O)C)(C)C)O)C(=CC3=CSC(=N3)C)C)C. Cell line: EKVX. Synergy scores: CSS=12.9, Synergy_ZIP=-0.809, Synergy_Bliss=3.86, Synergy_Loewe=-4.91, Synergy_HSA=2.31. (4) Drug 1: C1C(C(OC1N2C=C(C(=O)NC2=O)F)CO)O. Drug 2: C1CN1C2=NC(=NC(=N2)N3CC3)N4CC4. Cell line: A549. Synergy scores: CSS=44.9, Synergy_ZIP=-5.72, Synergy_Bliss=-6.52, Synergy_Loewe=-1.95, Synergy_HSA=0.191. (5) Drug 1: CCCCCOC(=O)NC1=NC(=O)N(C=C1F)C2C(C(C(O2)C)O)O. Drug 2: C1=CN(C=N1)CC(O)(P(=O)(O)O)P(=O)(O)O. Cell line: OVCAR-5. Synergy scores: CSS=-0.969, Synergy_ZIP=0.218, Synergy_Bliss=-1.48, Synergy_Loewe=-0.150, Synergy_HSA=-1.51. (6) Drug 1: CNC(=O)C1=CC=CC=C1SC2=CC3=C(C=C2)C(=NN3)C=CC4=CC=CC=N4. Drug 2: C1CNP(=O)(OC1)N(CCCl)CCCl. Cell line: NCI-H522. Synergy scores: CSS=2.86, Synergy_ZIP=-2.02, Synergy_Bliss=-3.40, Synergy_Loewe=-13.6, Synergy_HSA=-4.10. (7) Synergy scores: CSS=47.1, Synergy_ZIP=4.22, Synergy_Bliss=6.29, Synergy_Loewe=-34.4, Synergy_HSA=6.15. Drug 1: CC12CCC(CC1=CCC3C2CCC4(C3CC=C4C5=CN=CC=C5)C)O. Cell line: SNB-75. Drug 2: CC1C(C(CC(O1)OC2CC(CC3=C2C(=C4C(=C3O)C(=O)C5=CC=CC=C5C4=O)O)(C(=O)C)O)N)O. (8) Drug 1: CC1=C2C(C(=O)C3(C(CC4C(C3C(C(C2(C)C)(CC1OC(=O)C(C(C5=CC=CC=C5)NC(=O)OC(C)(C)C)O)O)OC(=O)C6=CC=CC=C6)(CO4)OC(=O)C)O)C)O. Drug 2: CN(CC1=CN=C2C(=N1)C(=NC(=N2)N)N)C3=CC=C(C=C3)C(=O)NC(CCC(=O)O)C(=O)O. Cell line: MDA-MB-231. Synergy scores: CSS=0.680, Synergy_ZIP=-3.25, Synergy_Bliss=-6.13, Synergy_Loewe=-6.07, Synergy_HSA=-4.90.